This data is from Catalyst prediction with 721,799 reactions and 888 catalyst types from USPTO. The task is: Predict which catalyst facilitates the given reaction. (1) Reactant: Br[C:2]1[C:3](=[O:19])[N:4]([CH2:10][C:11]2[CH:16]=[CH:15][C:14]([O:17][CH3:18])=[CH:13][CH:12]=2)[N:5]=[C:6]([CH2:8][OH:9])[CH:7]=1.[F:20][C:21]1[CH:26]=[CH:25][C:24]([OH:27])=[CH:23][CH:22]=1.C(=O)([O-])[O-].[K+].[K+]. Product: [F:20][C:21]1[CH:26]=[CH:25][C:24]([O:27][C:2]2[C:3](=[O:19])[N:4]([CH2:10][C:11]3[CH:16]=[CH:15][C:14]([O:17][CH3:18])=[CH:13][CH:12]=3)[N:5]=[C:6]([CH2:8][OH:9])[CH:7]=2)=[CH:23][CH:22]=1. The catalyst class is: 18. (2) Reactant: Cl.[CH:2]([CH:15]1[C:20](=[O:21])[CH2:19][CH2:18][NH:17][CH2:16]1)([C:9]1[CH:14]=[CH:13][CH:12]=[CH:11][CH:10]=1)[C:3]1[CH:8]=[CH:7][CH:6]=[CH:5][CH:4]=1.Cl.C(O[C:26](=[NH:36])[CH2:27][C:28]1[CH:33]=[CH:32][CH:31]=[CH:30][C:29]=1[O:34][CH3:35])C.C(N(CC)CC)C. Product: [CH:2]([CH:15]1[C:20](=[O:21])[CH2:19][CH2:18][N:17]([C:26](=[NH:36])[CH2:27][C:28]2[CH:33]=[CH:32][CH:31]=[CH:30][C:29]=2[O:34][CH3:35])[CH2:16]1)([C:9]1[CH:14]=[CH:13][CH:12]=[CH:11][CH:10]=1)[C:3]1[CH:4]=[CH:5][CH:6]=[CH:7][CH:8]=1. The catalyst class is: 4.